From a dataset of Reaction yield outcomes from USPTO patents with 853,638 reactions. Predict the reaction yield, written as a fraction of the theoretical maximum amount of product (1.0 means a 100% yield; for example, 0.34 means a 34% yield). (1) The reactants are C(N(CC)CC)C.Cl.[NH2:9][CH2:10][CH2:11][CH2:12][N:13]1[C:17]2[CH:18]=[C:19]([C:22]([OH:24])=[O:23])[CH:20]=[CH:21][C:16]=2[N:15]=[C:14]1[C:25]([O:27]C)=O.Cl. The catalyst is CO. The product is [O:27]=[C:25]1[C:14]2=[N:15][C:16]3[CH:21]=[CH:20][C:19]([C:22]([OH:24])=[O:23])=[CH:18][C:17]=3[N:13]2[CH2:12][CH2:11][CH2:10][NH:9]1. The yield is 0.300. (2) The reactants are [O:1]1[CH2:6][CH2:5][CH2:4][CH2:3][CH:2]1[N:7]1[C:15]2[C:10](=[CH:11][C:12]([C:16]3[N:20]=[CH:19][N:18]([C:21]([C:34]4[CH:39]=[CH:38][CH:37]=[CH:36][CH:35]=4)([C:28]4[CH:33]=[CH:32][CH:31]=[CH:30][CH:29]=4)[C:22]4[CH:27]=[CH:26][CH:25]=[CH:24][CH:23]=4)[N:17]=3)=[CH:13][CH:14]=2)[C:9]([C:40]2[CH:41]=[C:42]([NH2:46])[CH:43]=[CH:44][CH:45]=2)=[N:8]1.[C:47]1([CH2:53][C:54](Cl)=[O:55])[CH:52]=[CH:51][CH:50]=[CH:49][CH:48]=1.C(N(CC)CC)C. The catalyst is O1CCCC1. The product is [O:1]1[CH2:6][CH2:5][CH2:4][CH2:3][CH:2]1[N:7]1[C:15]2[C:10](=[CH:11][C:12]([C:16]3[N:20]=[CH:19][N:18]([C:21]([C:28]4[CH:33]=[CH:32][CH:31]=[CH:30][CH:29]=4)([C:22]4[CH:27]=[CH:26][CH:25]=[CH:24][CH:23]=4)[C:34]4[CH:35]=[CH:36][CH:37]=[CH:38][CH:39]=4)[N:17]=3)=[CH:13][CH:14]=2)[C:9]([C:40]2[CH:41]=[C:42]([NH:46][C:54](=[O:55])[CH2:53][C:47]3[CH:52]=[CH:51][CH:50]=[CH:49][CH:48]=3)[CH:43]=[CH:44][CH:45]=2)=[N:8]1. The yield is 0.990. (3) The catalyst is C(OCC)=O. The reactants are [CH3:1][O-:2].[Na+].[CH2:4]([C:11]12[CH2:24][CH2:23][C:22](=[O:25])[CH:21]([CH3:26])[CH:12]1[CH2:13][CH2:14][C:15]1[C:19]2=[N:18][N:17]([CH3:20])[CH:16]=1)[C:5]1[CH:10]=[CH:9][CH:8]=[CH:7][CH:6]=1. The product is [CH2:4]([C:11]12[CH2:24]/[C:23](=[CH:1]/[OH:2])/[C:22](=[O:25])[CH:21]([CH3:26])[CH:12]1[CH2:13][CH2:14][C:15]1[C:19]2=[N:18][N:17]([CH3:20])[CH:16]=1)[C:5]1[CH:10]=[CH:9][CH:8]=[CH:7][CH:6]=1. The yield is 1.00. (4) The reactants are [CH3:1][O:2][C:3](=[O:12])[CH:4]([C:6]1[CH:11]=[CH:10][CH:9]=[CH:8][CH:7]=1)Br.C(N(CC)CC)C.[NH2:20][CH:21]1[CH2:29][C:28]2[C:23](=[CH:24][CH:25]=[CH:26][CH:27]=2)[CH2:22]1. The catalyst is O1CCCC1. The product is [CH3:1][O:2][C:3](=[O:12])[CH:4]([NH:20][CH:21]1[CH2:29][C:28]2[C:23](=[CH:24][CH:25]=[CH:26][CH:27]=2)[CH2:22]1)[C:6]1[CH:11]=[CH:10][CH:9]=[CH:8][CH:7]=1. The yield is 1.00. (5) The reactants are [C:9](O[C:9]([O:11][C:12]([CH3:15])([CH3:14])[CH3:13])=[O:10])([O:11][C:12]([CH3:15])([CH3:14])[CH3:13])=[O:10].[OH:16][C:17]1[C:18]([C:24]([NH2:26])=[NH:25])=[N:19][CH:20]=[C:21]([OH:23])[CH:22]=1.O1CCCC1.C(=O)([O-])[O-].[Na+].[Na+]. The catalyst is CO.O. The product is [C:12]([O:11][C:9](=[O:10])[NH:26][C:24]([C:18]1[C:17]([OH:16])=[CH:22][C:21]([OH:23])=[CH:20][N:19]=1)=[NH:25])([CH3:13])([CH3:14])[CH3:15]. The yield is 0.640. (6) The reactants are [NH:1]1[CH:5]=[CH:4][N:3]=[CH:2]1.F[C:7]1[CH:16]=[CH:15][C:10]([C:11]([O:13][CH3:14])=[O:12])=[CH:9][CH:8]=1.C(=O)([O-])[O-].[K+].[K+]. The catalyst is CS(C)=O. The product is [CH3:14][O:13][C:11]([C:10]1[CH:15]=[CH:16][C:7]([N:1]2[CH:5]=[CH:4][N:3]=[CH:2]2)=[CH:8][CH:9]=1)=[O:12]. The yield is 0.590. (7) The reactants are [CH2:1]([C:4]1[CH:9]=[CH:8][N:7]=[CH:6][CH:5]=1)[CH2:2][CH3:3].OO.C[Si]([C:16]#[N:17])(C)C.CN(C)C(Cl)=O. The catalyst is C(=O)([O-])[O-].[K+].[K+]. The product is [CH2:1]([C:4]1[CH:9]=[CH:8][N:7]=[C:6]([C:16]#[N:17])[CH:5]=1)[CH2:2][CH3:3]. The yield is 0.930. (8) The reactants are Br[C:2]1[CH:10]=[C:9]2[C:5]([CH:6]=[N:7][N:8]2[C:11]2[C:20]3[C:15](=[CH:16][C:17]([O:23][CH3:24])=[C:18]([O:21][CH3:22])[CH:19]=3)[N:14]=[N:13][CH:12]=2)=[CH:4][CH:3]=1.[NH:25]1[CH2:30][CH2:29][O:28][CH2:27][CH2:26]1.CC1(C)C2C=CC=C(P(C3C=CC=CC=3)C3C=CC=CC=3)C=2OC2C1=CC=CC=2P(C1C=CC=CC=1)C1C=CC=CC=1.CC(C)([O-])C.[Na+]. The catalyst is C1C=CC(/C=C/C(/C=C/C2C=CC=CC=2)=O)=CC=1.C1C=CC(/C=C/C(/C=C/C2C=CC=CC=2)=O)=CC=1.C1C=CC(/C=C/C(/C=C/C2C=CC=CC=2)=O)=CC=1.[Pd].[Pd].C(O)=O.O.O1CCCC1. The product is [CH3:22][O:21][C:18]1[CH:19]=[C:20]2[C:15](=[CH:16][C:17]=1[O:23][CH3:24])[N:14]=[N:13][CH:12]=[C:11]2[N:8]1[C:9]2[C:5](=[CH:4][CH:3]=[C:2]([N:25]3[CH2:30][CH2:29][O:28][CH2:27][CH2:26]3)[CH:10]=2)[CH:6]=[N:7]1. The yield is 0.0600.